Task: Predict the reaction yield, written as a fraction of the theoretical maximum amount of product (1.0 means a 100% yield; for example, 0.34 means a 34% yield).. Dataset: Reaction yield outcomes from USPTO patents with 853,638 reactions The reactants are C([Mg]Br)C.[CH:5]1([C:8]#[CH:9])[CH2:7][CH2:6]1.[N:10]([C:13]1[S:14][C:15]2[CH2:16][CH2:17][O:18][C:19]3[CH:26]=[C:25]([Br:27])[CH:24]=[CH:23][C:20]=3[C:21]=2[N:22]=1)=[N+:11]=[N-:12]. The catalyst is C1COCC1. The product is [Br:27][C:25]1[CH:24]=[CH:23][C:20]2[C:21]3[N:22]=[C:13]([N:10]4[C:8]([CH:5]5[CH2:7][CH2:6]5)=[CH:9][N:12]=[N:11]4)[S:14][C:15]=3[CH2:16][CH2:17][O:18][C:19]=2[CH:26]=1. The yield is 0.640.